This data is from Reaction yield outcomes from USPTO patents with 853,638 reactions. The task is: Predict the reaction yield, written as a fraction of the theoretical maximum amount of product (1.0 means a 100% yield; for example, 0.34 means a 34% yield). (1) The reactants are [CH3:1][C:2]([C:9]1[CH:14]=[CH:13][C:12]([C:15](=[O:33])[NH:16][C:17]2[CH:22]=[C:21]([C:23]3[CH:28]=[CH:27][CH:26]=[CH:25][CH:24]=3)[N:20]3[N:29]=[C:30]([CH3:32])[CH:31]=[C:19]3[N:18]=2)=[CH:11][CH:10]=1)([CH3:8])[CH2:3][C:4]([O:6]C)=[O:5].[OH-].[Li+]. The catalyst is CO. The product is [CH3:8][C:2]([C:9]1[CH:10]=[CH:11][C:12]([C:15](=[O:33])[NH:16][C:17]2[CH:22]=[C:21]([C:23]3[CH:24]=[CH:25][CH:26]=[CH:27][CH:28]=3)[N:20]3[N:29]=[C:30]([CH3:32])[CH:31]=[C:19]3[N:18]=2)=[CH:13][CH:14]=1)([CH3:1])[CH2:3][C:4]([OH:6])=[O:5]. The yield is 0.340. (2) The reactants are [C:1]([C:3]1[C:4]([CH3:19])=[CH:5][C:6]([NH:11][C:12](=[O:18])[O:13][C:14]([CH3:17])([CH3:16])[CH3:15])=[N:7][C:8]=1[O:9][CH3:10])#[N:2]. The catalyst is CC(O)=O.C(O)C.[Ni]. The product is [NH2:2][CH2:1][C:3]1[C:4]([CH3:19])=[CH:5][C:6]([NH:11][C:12](=[O:18])[O:13][C:14]([CH3:15])([CH3:16])[CH3:17])=[N:7][C:8]=1[O:9][CH3:10]. The yield is 0.689. (3) The reactants are [Br:1][C:2]1[CH:7]=[CH:6][C:5]([CH:8]2[CH2:11][CH2:10][NH:9]2)=[CH:4][CH:3]=1.C(N(CC)CC)C.[C:19](OC(=O)C)(=[O:21])[CH3:20].C(OCC)(=O)C. The catalyst is ClCCl. The product is [Br:1][C:2]1[CH:3]=[CH:4][C:5]([CH:8]2[CH2:11][CH2:10][N:9]2[C:19](=[O:21])[CH3:20])=[CH:6][CH:7]=1. The yield is 0.490. (4) The reactants are Br[C:2]1[CH:7]=[CH:6][CH:5]=[CH:4][C:3]=1[F:8].[CH3:9][C@@H:10]1[CH2:15][NH:14][CH2:13][CH2:12][NH:11]1.CC(C)([O-])C.[Na+]. The catalyst is C1(C)C=CC=CC=1.CC([O-])=O.CC([O-])=O.[Pd+2].C1C=CC(P(C2C(C3C(P(C4C=CC=CC=4)C4C=CC=CC=4)=CC=C4C=3C=CC=C4)=C3C(C=CC=C3)=CC=2)C2C=CC=CC=2)=CC=1. The product is [F:8][C:3]1[CH:4]=[CH:5][CH:6]=[CH:7][C:2]=1[N:14]1[CH2:13][CH2:12][NH:11][C@H:10]([CH3:9])[CH2:15]1. The yield is 0.550. (5) The reactants are [CH3:1][N:2]1[CH:6]=[C:5]([CH3:7])[C:4]([C:8]([OH:10])=O)=[N:3]1.S(Cl)(Cl)=O.[NH2:15][C:16]1[CH:17]=[C:18]([CH:35]=[CH:36][C:37]=1[F:38])[O:19][C:20]1[CH:21]=[CH:22][C:23]2[N:24]([CH:26]=[C:27]([NH:29][C:30]([CH:32]3[CH2:34][CH2:33]3)=[O:31])[N:28]=2)[N:25]=1.C(=O)([O-])O.[Na+]. The catalyst is O1CCCC1.CN(C)C=O.CN(C)C(=O)C. The product is [CH:32]1([C:30]([NH:29][C:27]2[N:28]=[C:23]3[CH:22]=[CH:21][C:20]([O:19][C:18]4[CH:35]=[CH:36][C:37]([F:38])=[C:16]([NH:15][C:8]([C:4]5[C:5]([CH3:7])=[CH:6][N:2]([CH3:1])[N:3]=5)=[O:10])[CH:17]=4)=[N:25][N:24]3[CH:26]=2)=[O:31])[CH2:33][CH2:34]1. The yield is 0.630. (6) The reactants are [S:1]1[C:5]2[CH:6]=[CH:7][CH:8]=[CH:9][C:4]=2[CH:3]=[C:2]1[S:10]([N:13]1[C:17]([C:18]2[CH:23]=[CH:22][CH:21]=[CH:20][CH:19]=2)=[CH:16][C:15]([CH:24]=O)=[CH:14]1)(=[O:12])=[O:11].CO.[CH3:28][NH2:29].[BH4-].[Na+].[ClH:32].C(=O)([O-])O.[Na+]. The catalyst is CO. The product is [ClH:32].[S:1]1[C:5]2[CH:6]=[CH:7][CH:8]=[CH:9][C:4]=2[CH:3]=[C:2]1[S:10]([N:13]1[C:17]([C:18]2[CH:23]=[CH:22][CH:21]=[CH:20][CH:19]=2)=[CH:16][C:15]([CH2:24][NH:29][CH3:28])=[CH:14]1)(=[O:12])=[O:11]. The yield is 0.610. (7) The reactants are [CH2:1]([C:4]([CH2:15][CH:16]=[CH2:17])(C(OCC)=O)[C:5]([O:7][CH2:8][CH3:9])=[O:6])[CH:2]=[CH2:3].C(C(CC=C)CC=C)(OCC)=O.C(O[C@H]1C[C@@H](CO[C:41](=[O:43])[CH3:42])C=C1)(=O)C.C1CC=CC=1.C=O.[F:51][C:52]1[C:53]([NH2:59])=[N:54][C:55](=[O:58])[NH:56][CH:57]=1.C(OC1C=CC([N+]([O-])=O)=CC=1)(=O)C. The catalyst is C(O)(=O)C. The product is [C:5]([CH:4]([CH2:1][CH:2]=[CH2:3])[CH2:15][CH:16]=[CH2:17])([O:7][CH2:8][CH3:9])=[O:6].[C:41]([NH:59][C:53]1[C:52]([F:51])=[CH:57][NH:56][C:55](=[O:58])[N:54]=1)(=[O:43])[CH3:42]. The yield is 0.780.